From a dataset of Aqueous solubility values for 9,982 compounds from the AqSolDB database. Regression/Classification. Given a drug SMILES string, predict its absorption, distribution, metabolism, or excretion properties. Task type varies by dataset: regression for continuous measurements (e.g., permeability, clearance, half-life) or binary classification for categorical outcomes (e.g., BBB penetration, CYP inhibition). For this dataset (solubility_aqsoldb), we predict Y. (1) The molecule is CC1CCC(=O)N1c1ccccc1. The Y is -0.846 log mol/L. (2) The drug is [Na+].[Na+].[SH-]. The Y is 0.352 log mol/L. (3) The drug is CCCC(C)(C)CO. The Y is -1.44 log mol/L. (4) The compound is CCCCCSS(=O)CCCCC. The Y is -3.17 log mol/L. (5) The compound is CC(O)Cn1cnc2c1c(=O)n(C)c(=O)n2C. The Y is 0.623 log mol/L. (6) The compound is NC(=O)c1ccc(S(N)(=O)=O)cc1. The Y is -2.30 log mol/L. (7) The molecule is O=C(O)/C=C/C=C/C(=O)O. The Y is -2.85 log mol/L.